This data is from NCI-60 drug combinations with 297,098 pairs across 59 cell lines. The task is: Regression. Given two drug SMILES strings and cell line genomic features, predict the synergy score measuring deviation from expected non-interaction effect. Drug 1: CC(C1=C(C=CC(=C1Cl)F)Cl)OC2=C(N=CC(=C2)C3=CN(N=C3)C4CCNCC4)N. Drug 2: CC1CCCC2(C(O2)CC(NC(=O)CC(C(C(=O)C(C1O)C)(C)C)O)C(=CC3=CSC(=N3)C)C)C. Cell line: UO-31. Synergy scores: CSS=4.66, Synergy_ZIP=-1.23, Synergy_Bliss=0.230, Synergy_Loewe=1.31, Synergy_HSA=1.07.